Dataset: Full USPTO retrosynthesis dataset with 1.9M reactions from patents (1976-2016). Task: Predict the reactants needed to synthesize the given product. (1) Given the product [Cl:1][C:2]1[CH:3]=[CH:4][CH:5]=[C:6]2[C:10]=1[C:9](=[O:11])[N:8]([C:12]1[CH:34]=[CH:33][CH:32]=[C:14]([C:15]([N:44]3[CH2:43][CH2:42][N:41]([C:38]4[CH:39]=[CH:40][N:35]=[CH:36][CH:37]=4)[CH2:46][CH2:45]3)=[O:16])[CH:13]=1)[CH2:7]2, predict the reactants needed to synthesize it. The reactants are: [Cl:1][C:2]1[CH:3]=[CH:4][CH:5]=[C:6]2[C:10]=1[C:9](=[O:11])[N:8]([C:12]1[CH:13]=[C:14]([CH:32]=[CH:33][CH:34]=1)[C:15](NCCC1CCN(C3C=CN=CC=3)CC1)=[O:16])[CH2:7]2.[N:35]1[CH:40]=[CH:39][C:38]([N:41]2[CH2:46][CH2:45][NH:44][CH2:43][CH2:42]2)=[CH:37][CH:36]=1.ClC1C=CC=C2C=1C(=O)N(C1C=C(C=CC=1)C(O)=O)C2. (2) Given the product [CH3:1][C:2]1[C:6]2[CH:7]=[C:8]([C:11]3[NH:12][C:13]4[N:14]([N:18]=[CH:19][C:20]=4[C:21]([NH2:22])=[O:24])[C:15](=[O:17])[CH:16]=3)[CH:9]=[CH:10][C:5]=2[O:4][N:3]=1, predict the reactants needed to synthesize it. The reactants are: [CH3:1][C:2]1[C:6]2[CH:7]=[C:8]([C:11]3[NH:12][C:13]4[N:14]([N:18]=[CH:19][C:20]=4[C:21]#[N:22])[C:15](=[O:17])[CH:16]=3)[CH:9]=[CH:10][C:5]=2[O:4][N:3]=1.S(=O)(=O)(O)[OH:24]. (3) Given the product [NH2:29][C:26]1[N:25]=[CH:24][C:23]2[C:22]([NH:34][C:35](=[O:44])[O:36][CH3:37])=[N:21][N:20]([C:1]([C:8]3[CH:9]=[CH:10][CH:11]=[CH:12][CH:13]=3)([C:14]3[CH:19]=[CH:18][CH:17]=[CH:16][CH:15]=3)[C:2]3[CH:3]=[CH:4][CH:5]=[CH:6][CH:7]=3)[C:28]=2[CH:27]=1, predict the reactants needed to synthesize it. The reactants are: [C:1]([N:20]1[C:28]2[CH:27]=[C:26]([NH:29]C(=O)OC)[N:25]=[CH:24][C:23]=2[C:22]([NH:34][C:35](=[O:44])[O:36][CH2:37]C2C=CC=CC=2)=[N:21]1)([C:14]1[CH:19]=[CH:18][CH:17]=[CH:16][CH:15]=1)([C:8]1[CH:13]=[CH:12][CH:11]=[CH:10][CH:9]=1)[C:2]1[CH:7]=[CH:6][CH:5]=[CH:4][CH:3]=1. (4) The reactants are: [C:1]([O:5][C:6]([NH:8][C@@:9]1([CH3:24])[C@@H:13]([CH2:14][F:15])[CH2:12][N:11]([C@@H](C2C=CC=CC=2)C)[CH2:10]1)=[O:7])([CH3:4])([CH3:3])[CH3:2]. Given the product [C:1]([O:5][C:6]([NH:8][C@@:9]1([CH3:24])[C@@H:13]([CH2:14][F:15])[CH2:12][NH:11][CH2:10]1)=[O:7])([CH3:4])([CH3:3])[CH3:2], predict the reactants needed to synthesize it.